This data is from Catalyst prediction with 721,799 reactions and 888 catalyst types from USPTO. The task is: Predict which catalyst facilitates the given reaction. (1) Reactant: [CH3:1][O:2][C:3](=[O:11])[C:4]1[CH:9]=[CH:8][C:7](Cl)=[N:6][CH:5]=1.[C:12]1([OH:18])[CH:17]=[CH:16][CH:15]=[CH:14][CH:13]=1.C([O-])([O-])=O.[Cs+].[Cs+].C([O-])([O-])=O.[K+].[K+]. Product: [CH3:1][O:2][C:3](=[O:11])[C:4]1[CH:9]=[CH:8][C:7]([O:18][C:12]2[CH:17]=[CH:16][CH:15]=[CH:14][CH:13]=2)=[N:6][CH:5]=1. The catalyst class is: 705. (2) Reactant: [OH:1][NH:2][C:3]([C:5]1[CH:10]=[CH:9][C:8]([NH:11][C:12]([C:14]2[CH:22]=[C:21]3[C:17]([CH2:18][CH2:19][N:20]3[S:23]([C:26]3[CH:31]=[C:30]([Cl:32])[CH:29]=[CH:28][C:27]=3[O:33][CH3:34])(=[O:25])=[O:24])=[CH:16][CH:15]=2)=[O:13])=[CH:7][CH:6]=1)=[NH:4].N1C=CC=CC=1.C(C(CCCC)[CH2:44][O:45]C(Cl)=O)C. Product: [O:45]=[C:44]1[O:1][N:2]=[C:3]([C:5]2[CH:10]=[CH:9][C:8]([NH:11][C:12]([C:14]3[CH:22]=[C:21]4[C:17]([CH2:18][CH2:19][N:20]4[S:23]([C:26]4[CH:31]=[C:30]([Cl:32])[CH:29]=[CH:28][C:27]=4[O:33][CH3:34])(=[O:25])=[O:24])=[CH:16][CH:15]=3)=[O:13])=[CH:7][CH:6]=2)[NH:4]1. The catalyst class is: 9. (3) Reactant: [N+:1]([C:4]1[CH:9]=[CH:8][C:7]([NH:10][C:11]([NH2:13])=[S:12])=[CH:6][CH:5]=1)([O-:3])=[O:2].[CH2:14](OC(OCC)CBr)[CH3:15]. Product: [N+:1]([C:4]1[CH:9]=[CH:8][C:7]([NH:10][C:11]2[S:12][CH:14]=[CH:15][N:13]=2)=[CH:6][CH:5]=1)([O-:3])=[O:2]. The catalyst class is: 15. (4) Reactant: Cl.[CH2:2]([O:4][C:5](=[O:9])[CH2:6][CH2:7][NH2:8])[CH3:3].[C:10]([O:14][C:15]([NH:17][CH2:18][C:19](O)=[O:20])=[O:16])([CH3:13])([CH3:12])[CH3:11].C1CCC(N=C=NC2CCCCC2)CC1.CN1CCOCC1. Product: [C:10]([O:14][C:15]([NH:17][CH2:18][C:19]([NH:8][CH2:7][CH2:6][C:5]([O:4][CH2:2][CH3:3])=[O:9])=[O:20])=[O:16])([CH3:13])([CH3:12])[CH3:11]. The catalyst class is: 4.